Dataset: Forward reaction prediction with 1.9M reactions from USPTO patents (1976-2016). Task: Predict the product of the given reaction. (1) The product is: [Cl:1][C:2]1[CH:3]=[C:4]2[C:8](=[CH:9][CH:10]=1)[N:7]([CH2:11]/[CH:12]=[CH:13]/[C:14]1[CH:15]=[C:42]([CH:17]=[CH:18][CH:19]=1)[CH2:46][O:45][C@H:44]([CH3:43])[C:50]([OH:51])=[O:47])[C:6]([CH3:32])=[C:5]2[C:33](=[O:34])[C:35]1[CH:40]=[CH:39][C:38]([CH3:41])=[CH:37][CH:36]=1. Given the reactants [Cl:1][C:2]1[CH:3]=[C:4]2[C:8](=[CH:9][CH:10]=1)[N:7]([CH2:11]/[CH:12]=[CH:13]/[C:14]1[CH:19]=[CH:18][CH:17]=C(CO[C@H](C)C(N3CCOCC3)=O)[CH:15]=1)[C:6]([CH3:32])=[C:5]2[C:33]([C:35]1[CH:40]=[CH:39][C:38]([CH3:41])=[CH:37][CH:36]=1)=[O:34].[CH2:42]1[CH2:46][O:45][CH2:44][CH2:43]1.[OH-:47].[Li+].Cl.[CH3:50][OH:51], predict the reaction product. (2) Given the reactants [CH2:1]([N:8]1[CH2:13][CH2:12][C:11]([OH:16])([C:14]#[N:15])[CH2:10][CH2:9]1)[C:2]1[CH:7]=[CH:6][CH:5]=[CH:4][CH:3]=1.[H-].[Al+3].[Li+].[H-].[H-].[H-].[C@H](O)(C([O-])=O)[C@@H](O)C([O-])=O.[Na+].[K+], predict the reaction product. The product is: [NH2:15][CH2:14][C:11]1([OH:16])[CH2:12][CH2:13][N:8]([CH2:1][C:2]2[CH:7]=[CH:6][CH:5]=[CH:4][CH:3]=2)[CH2:9][CH2:10]1. (3) The product is: [Cl:1][C:2]1[CH:3]=[C:4]([CH:14]=[CH:15][C:16]=1[Cl:17])[CH2:5][N:6]1[CH2:11][CH2:10][O:9][CH:8]([CH2:12][NH:13][C:27](=[O:28])[CH2:26][C:20]2[C:19]([Cl:18])=[CH:24][CH:23]=[CH:22][C:21]=2[Cl:25])[CH2:7]1. Given the reactants [Cl:1][C:2]1[CH:3]=[C:4]([CH:14]=[CH:15][C:16]=1[Cl:17])[CH2:5][N:6]1[CH2:11][CH2:10][O:9][CH:8]([CH2:12][NH2:13])[CH2:7]1.[Cl:18][C:19]1[CH:24]=[CH:23][CH:22]=[C:21]([Cl:25])[C:20]=1[CH2:26][C:27](O)=[O:28], predict the reaction product. (4) Given the reactants [CH3:1][O:2][C:3]1[CH:4]=[C:5]([CH:8]=[CH:9][C:10]=1[O:11]C)[CH:6]=[O:7].CNC, predict the reaction product. The product is: [OH:11][C:10]1[CH:9]=[CH:8][C:5]([CH:6]=[O:7])=[CH:4][C:3]=1[O:2][CH3:1]. (5) Given the reactants [I:1][C:2]1[CH:7]=[CH:6][C:5]([CH:8]2[CH:17]([C:18]3[CH:23]=[CH:22][CH:21]=[C:20]([O:24][CH:25]4[CH2:30][CH2:29][CH2:28][CH2:27][O:26]4)[CH:19]=3)[C:16](=[O:31])[C:15]3[C:10](=[CH:11][CH:12]=[C:13]([O:32][CH:33]4[CH2:38][CH2:37][CH2:36][CH2:35][O:34]4)[CH:14]=3)[O:9]2)=[CH:4][CH:3]=1.[CH2:39]([Mg]Cl)[CH3:40], predict the reaction product. The product is: [I:1][C:2]1[CH:7]=[CH:6][C:5]([CH:8]2[CH:17]([C:18]3[CH:23]=[CH:22][CH:21]=[C:20]([O:24][CH:25]4[CH2:30][CH2:29][CH2:28][CH2:27][O:26]4)[CH:19]=3)[CH:16]([OH:31])[C:15]3[C:10](=[CH:11][CH:12]=[C:13]([O:32][CH:33]4[CH2:38][CH2:37][CH2:36][CH2:35][O:34]4)[CH:14]=3)[O:9]2)=[CH:4][CH:3]=1.[CH2:39]([C:16]1([OH:31])[C:15]2[C:10](=[CH:11][CH:12]=[C:13]([O:32][CH:33]3[CH2:38][CH2:37][CH2:36][CH2:35][O:34]3)[CH:14]=2)[O:9][CH:8]([C:5]2[CH:6]=[CH:7][C:2]([I:1])=[CH:3][CH:4]=2)[CH:17]1[C:18]1[CH:23]=[CH:22][CH:21]=[C:20]([O:24][CH:25]2[CH2:30][CH2:29][CH2:28][CH2:27][O:26]2)[CH:19]=1)[CH3:40]. (6) The product is: [F:1][C:2]1[CH:7]=[C:6]([C:8]([F:10])([F:11])[F:9])[CH:5]=[CH:4][C:3]=1[C:12]1[S:13][C:14]([CH2:18][S:19][C:20]2[CH:34]=[CH:33][C:23]([O:24][C:25]([CH3:31])([CH3:32])[C:26]([OH:28])=[O:27])=[C:22]([CH3:35])[CH:21]=2)=[C:15]([CH3:17])[N:16]=1. Given the reactants [F:1][C:2]1[CH:7]=[C:6]([C:8]([F:11])([F:10])[F:9])[CH:5]=[CH:4][C:3]=1[C:12]1[S:13][C:14]([CH2:18][S:19][C:20]2[CH:34]=[CH:33][C:23]([O:24][C:25]([CH3:32])([CH3:31])[C:26]([O:28]CC)=[O:27])=[C:22]([CH3:35])[CH:21]=2)=[C:15]([CH3:17])[N:16]=1.COC1C=CC(N2CCN(CC3N=C(C4C=CC(C(F)(F)F)=CC=4)SC=3CSC3C=CC(OC(C)(C)C(O)=O)=CC=3)CC2)=CC=1, predict the reaction product. (7) Given the reactants [NH2:1][CH:2]([CH2:18][C:19]1[CH:24]=[CH:23][C:22]([C:25]([F:28])([F:27])[F:26])=[CH:21][CH:20]=1)[CH:3]([C:5]1[CH:10]=[CH:9][C:8]([O:11][C:12]2[CH:17]=[CH:16][CH:15]=[CH:14][CH:13]=2)=[CH:7][CH:6]=1)[OH:4].[F:29][C:30]1[C:39]2[C:34](=[CH:35][CH:36]=[CH:37][CH:38]=2)[C:33]([C:40](O)=[O:41])=[CH:32][CH:31]=1.Cl.C(N=C=NCCCN(C)C)C.ON1C2C=CC=CC=2N=N1, predict the reaction product. The product is: [OH:4][CH:3]([C:5]1[CH:6]=[CH:7][C:8]([O:11][C:12]2[CH:17]=[CH:16][CH:15]=[CH:14][CH:13]=2)=[CH:9][CH:10]=1)[CH:2]([NH:1][C:40]([C:33]1[C:34]2[C:39](=[CH:38][CH:37]=[CH:36][CH:35]=2)[C:30]([F:29])=[CH:31][CH:32]=1)=[O:41])[CH2:18][C:19]1[CH:20]=[CH:21][C:22]([C:25]([F:26])([F:27])[F:28])=[CH:23][CH:24]=1.